This data is from Reaction yield outcomes from USPTO patents with 853,638 reactions. The task is: Predict the reaction yield, written as a fraction of the theoretical maximum amount of product (1.0 means a 100% yield; for example, 0.34 means a 34% yield). (1) The reactants are C([Li])CCC.[CH3:6][N:7]1[CH:11]=[CH:10][CH:9]=[CH:8]1.[Cl:12][C:13]1[CH:21]=[CH:20][C:19]([N+:22]([O-:24])=[O:23])=[CH:18][C:14]=1[C:15](Cl)=[O:16]. The catalyst is O1CCCC1.[Cl-].[Zn+2].[Cl-]. The product is [CH3:6][N:7]1[CH:11]=[CH:10][CH:9]=[C:8]1[C:15]([C:14]1[CH:18]=[C:19]([N+:22]([O-:24])=[O:23])[CH:20]=[CH:21][C:13]=1[Cl:12])=[O:16]. The yield is 0.192. (2) The reactants are [CH3:1][O:2][C:3]([C:5]1[S:9][C:8](Br)=[N:7][CH:6]=1)=[O:4].NC(N)=[S:13]. The catalyst is C(O)C. The product is [CH3:1][O:2][C:3]([C:5]1[S:9][C:8]([SH:13])=[N:7][CH:6]=1)=[O:4]. The yield is 0.610. (3) The reactants are [Cl:1][C:2]1[CH:10]=[C:9]2[C:5]([C:6]([C:11]([N:13]3[CH2:18][CH2:17][C:16]4([C:22]5[CH:23]=[CH:24][CH:25]=[CH:26][C:21]=5[C:20](=[O:27])[O:19]4)[CH2:15][CH2:14]3)=[O:12])=[CH:7][NH:8]2)=[CH:4][CH:3]=1.[H-].[Na+].F[C:31]1[CH:36]=[CH:35][CH:34]=[CH:33][N:32]=1. The catalyst is CN(C=O)C. The product is [Cl:1][C:2]1[CH:10]=[C:9]2[C:5]([C:6]([C:11]([N:13]3[CH2:18][CH2:17][C:16]4([C:22]5[CH:23]=[CH:24][CH:25]=[CH:26][C:21]=5[C:20](=[O:27])[O:19]4)[CH2:15][CH2:14]3)=[O:12])=[CH:7][N:8]2[C:31]2[CH:36]=[CH:35][CH:34]=[CH:33][N:32]=2)=[CH:4][CH:3]=1. The yield is 0.380. (4) The reactants are [Cl:1][C:2]1[CH:10]=[CH:9][C:8]([C:11]2[NH:15][C:14]3[CH:16]=[CH:17][CH:18]=[CH:19][C:13]=3[N:12]=2)=[C:7]2[C:3]=1[CH:4](O)[N:5](C(C)(C1C=CC=CC=1)C)[C:6]2=[O:20].FC(F)(F)C(O)=O.C([SiH](CC)CC)C.C(=O)([O-])O.[Na+]. The catalyst is [N+](C)([O-])=O.CCCCCC.C(OCC)(=O)C. The product is [Cl:1][C:2]1[CH:10]=[CH:9][C:8]([C:11]2[NH:12][C:13]3[CH:19]=[CH:18][CH:17]=[CH:16][C:14]=3[N:15]=2)=[C:7]2[C:3]=1[CH2:4][NH:5][C:6]2=[O:20]. The yield is 0.510. (5) The reactants are [Br:1][C:2]1[CH:3]=[N:4][CH:5]=[C:6]2[C:11]=1[N:10]=[C:9]([C:12]([OH:14])=O)[CH:8]=[CH:7]2.C(N(CC)C(C)C)(C)C.F[P-](F)(F)(F)(F)F.N1(OC(N(C)C)=[N+](C)C)C2N=CC=CC=2N=N1.[CH3:48][O:49][CH2:50][CH2:51][NH2:52]. The catalyst is CN(C)C=O. The product is [Br:1][C:2]1[CH:3]=[N:4][CH:5]=[C:6]2[C:11]=1[N:10]=[C:9]([C:12]([NH:52][CH2:51][CH2:50][O:49][CH3:48])=[O:14])[CH:8]=[CH:7]2. The yield is 0.980. (6) The reactants are [Cl:1][C:2]1[CH:3]=[C:4]2[C:9](=[CH:10][C:11]=1[OH:12])[O:8][CH:7]=[C:6]([C:13]1[CH:18]=[CH:17][C:16]([C:19]3[CH:24]=[CH:23][C:22]([F:25])=[CH:21][CH:20]=3)=[CH:15][CH:14]=1)[C:5]2=O.O.[NH2:28][NH2:29]. No catalyst specified. The product is [Cl:1][C:2]1[CH:3]=[C:4]([C:5]2[C:6]([C:13]3[CH:18]=[CH:17][C:16]([C:19]4[CH:24]=[CH:23][C:22]([F:25])=[CH:21][CH:20]=4)=[CH:15][CH:14]=3)=[CH:7][NH:29][N:28]=2)[C:9]([OH:8])=[CH:10][C:11]=1[OH:12]. The yield is 0.637. (7) The reactants are [CH3:1][O:2][C:3]1[CH:4]=[CH:5][C:6]([O:12][C:13]2[C:14]([CH3:22])=[N:15][N:16]([CH2:19][C:20]#[N:21])[C:17]=2[CH3:18])=[C:7]2[C:11]=1[CH2:10][CH2:9][CH2:8]2.[N-:23]=[N+:24]=[N-:25].[Na+].Cl.C(N(CC)CC)C.Cl. The catalyst is CN(C)C=O. The product is [CH3:1][O:2][C:3]1[CH:4]=[CH:5][C:6]([O:12][C:13]2[C:14]([CH3:22])=[N:15][N:16]([CH2:19][C:20]3[NH:25][N:24]=[N:23][N:21]=3)[C:17]=2[CH3:18])=[C:7]2[C:11]=1[CH2:10][CH2:9][CH2:8]2. The yield is 0.437.